This data is from Full USPTO retrosynthesis dataset with 1.9M reactions from patents (1976-2016). The task is: Predict the reactants needed to synthesize the given product. (1) Given the product [NH2:22][C:23]1[CH:28]=[CH:27][C:26]([S:29][CH2:2][CH2:3][N:4]([CH2:17][C:18]([F:21])([F:20])[F:19])[C:5]2[CH:12]=[CH:11][C:8]([C:9]#[N:10])=[C:7]([C:13]([F:16])([F:15])[F:14])[CH:6]=2)=[CH:25][CH:24]=1, predict the reactants needed to synthesize it. The reactants are: O[CH2:2][CH2:3][N:4]([CH2:17][C:18]([F:21])([F:20])[F:19])[C:5]1[CH:12]=[CH:11][C:8]([C:9]#[N:10])=[C:7]([C:13]([F:16])([F:15])[F:14])[CH:6]=1.[NH2:22][C:23]1[CH:28]=[CH:27][C:26]([S:29][S:29][C:26]2[CH:27]=[CH:28][C:23]([NH2:22])=[CH:24][CH:25]=2)=[CH:25][CH:24]=1.C(P(CCCC)CCCC)CCC. (2) Given the product [CH3:48][N:49]([CH3:53])[CH2:50][CH2:51][NH:52][C:5](=[O:11])[NH:13][C:14]1[CH:15]=[CH:16][C:17]([C:20]2[N:21]=[C:22]([N:42]3[CH2:43][CH2:44][O:45][CH2:46][CH2:47]3)[C:23]3[N:28]=[N:27][N:26]([CH:29]4[CH2:30][CH2:31][N:32]([C:35]([O:37][C:38]([CH3:41])([CH3:39])[CH3:40])=[O:36])[CH2:33][CH2:34]4)[C:24]=3[N:25]=2)=[CH:18][CH:19]=1, predict the reactants needed to synthesize it. The reactants are: ClC(Cl)(O[C:5](=[O:11])OC(Cl)(Cl)Cl)Cl.[NH2:13][C:14]1[CH:19]=[CH:18][C:17]([C:20]2[N:21]=[C:22]([N:42]3[CH2:47][CH2:46][O:45][CH2:44][CH2:43]3)[C:23]3[N:28]=[N:27][N:26]([CH:29]4[CH2:34][CH2:33][N:32]([C:35]([O:37][C:38]([CH3:41])([CH3:40])[CH3:39])=[O:36])[CH2:31][CH2:30]4)[C:24]=3[N:25]=2)=[CH:16][CH:15]=1.[CH3:48][N:49]([CH3:53])[CH2:50][CH2:51][NH2:52].CCN(CC)CC.